Dataset: Catalyst prediction with 721,799 reactions and 888 catalyst types from USPTO. Task: Predict which catalyst facilitates the given reaction. (1) Reactant: [CH2:1]([O:3][C:4]([C:6]1[CH:7]=[N:8][C:9]2[C:14]([C:15]=1OS(C(F)(F)F)(=O)=O)=[CH:13][CH:12]=[C:11]([C:24]([F:27])([F:26])[F:25])[CH:10]=2)=[O:5])[CH3:2].[C:28]1(B(O)O)[CH:33]=[CH:32][CH:31]=[CH:30][CH:29]=1.P([O-])([O-])([O-])=O.[K+].[K+].[K+]. Product: [CH2:1]([O:3][C:4]([C:6]1[CH:7]=[N:8][C:9]2[C:14]([C:15]=1[C:28]1[CH:33]=[CH:32][CH:31]=[CH:30][CH:29]=1)=[CH:13][CH:12]=[C:11]([C:24]([F:27])([F:26])[F:25])[CH:10]=2)=[O:5])[CH3:2]. The catalyst class is: 660. (2) Reactant: [Br:1][C:2]1[CH:7]=[C:6]([CH:8]2[O:13][CH2:12][CH2:11][N:10]([CH2:14][CH2:15][CH3:16])[CH2:9]2)[CH:5]=[CH:4][C:3]=1[OH:17].C(=O)([O-])[O-].[K+].[K+].[CH2:24](Br)[C:25]1[CH:30]=[CH:29][CH:28]=[CH:27][CH:26]=1. Product: [CH2:24]([O:17][C:3]1[CH:4]=[CH:5][C:6]([CH:8]2[O:13][CH2:12][CH2:11][N:10]([CH2:14][CH2:15][CH3:16])[CH2:9]2)=[CH:7][C:2]=1[Br:1])[C:25]1[CH:30]=[CH:29][CH:28]=[CH:27][CH:26]=1. The catalyst class is: 3. (3) Reactant: [Cl:1][C:2]1[CH:7]=[CH:6][C:5]([N:8]([S:15]([C:18]2[CH:23]=[CH:22][C:21]([O:24][CH3:25])=[C:20]([O:26][CH3:27])[CH:19]=2)(=[O:17])=[O:16])[CH2:9][CH2:10][NH:11][C:12](=[O:14])[O-])=[C:4]([CH2:28][C:29]2[C:34]([F:35])=[CH:33][CH:32]=[CH:31][C:30]=2[F:36])[CH:3]=1.[CH3:37][NH2:38]. Product: [Cl:1][C:2]1[CH:7]=[CH:6][C:5]([N:8]([CH2:9][CH2:10][NH:11][C:12]([NH:38][CH3:37])=[O:14])[S:15]([C:18]2[CH:23]=[CH:22][C:21]([O:24][CH3:25])=[C:20]([O:26][CH3:27])[CH:19]=2)(=[O:17])=[O:16])=[C:4]([CH2:28][C:29]2[C:30]([F:36])=[CH:31][CH:32]=[CH:33][C:34]=2[F:35])[CH:3]=1. The catalyst class is: 148. (4) Reactant: [Cl:1][C:2]1[CH:3]=[C:4]([C:10](=O)[CH2:11][C:12]([C:14]2[CH:15]=[N:16][CH:17]=[CH:18][CH:19]=2)=O)[CH:5]=[CH:6][C:7]=1[O:8][CH3:9].C(=O)(O)O.[NH2:25][C:26]([NH2:28])=[NH:27]. Product: [Cl:1][C:2]1[CH:3]=[C:4]([C:10]2[CH:11]=[C:12]([C:14]3[CH:15]=[N:16][CH:17]=[CH:18][CH:19]=3)[N:27]=[C:26]([NH2:28])[N:25]=2)[CH:5]=[CH:6][C:7]=1[O:8][CH3:9]. The catalyst class is: 736. (5) Reactant: [F:1][C:2]1[CH:10]=[CH:9][C:5]([C:6](Cl)=[O:7])=[CH:4][C:3]=1[CH3:11].C(N(CC)CC)C.[C:19]([O:23][C:24]([NH:26][NH2:27])=[O:25])([CH3:22])([CH3:21])[CH3:20]. The catalyst class is: 4. Product: [C:19]([O:23][C:24]([NH:26][NH:27][C:6](=[O:7])[C:5]1[CH:9]=[CH:10][C:2]([F:1])=[C:3]([CH3:11])[CH:4]=1)=[O:25])([CH3:22])([CH3:21])[CH3:20].